From a dataset of Catalyst prediction with 721,799 reactions and 888 catalyst types from USPTO. Predict which catalyst facilitates the given reaction. (1) Reactant: [Br:1][C:2]1[CH:3]=[C:4]([CH:7]=[C:8]([O:10][CH3:11])[CH:9]=1)[CH:5]=O.[NH:12]1[CH2:17][CH2:16][CH2:15][CH2:14][CH2:13]1.[BH4-].[Na+]. Product: [Br:1][C:2]1[CH:3]=[C:4]([CH:7]=[C:8]([O:10][CH3:11])[CH:9]=1)[CH2:5][N:12]1[CH2:17][CH2:16][CH2:15][CH2:14][CH2:13]1. The catalyst class is: 2. (2) Reactant: [C:1]([O:5][C:6](=[O:23])[NH:7][C@@H:8]([C@H:16]1[CH2:21][CH2:20][C@H:19]([NH2:22])[CH2:18][CH2:17]1)[C:9](=[O:15])[N:10]1[CH2:14][CH2:13][CH2:12][CH2:11]1)([CH3:4])([CH3:3])[CH3:2].[Cl:24][C:25]1[C:30]([C:31](Cl)=[O:32])=[N:29][CH:28]=[CH:27][N:26]=1. Product: [C:1]([O:5][C:6](=[O:23])[NH:7][C@@H:8]([C@H:16]1[CH2:21][CH2:20][C@H:19]([NH:22][C:31]([C:30]2[C:25]([Cl:24])=[N:26][CH:27]=[CH:28][N:29]=2)=[O:32])[CH2:18][CH2:17]1)[C:9](=[O:15])[N:10]1[CH2:11][CH2:12][CH2:13][CH2:14]1)([CH3:4])([CH3:2])[CH3:3]. The catalyst class is: 96. (3) Reactant: C(N(CC)[C:4](=O)[C:5]1C=CC(N(C2C=CC=CC=2)C2CCNCC2)=C[CH:6]=1)C.[CH2:27]([N:29]([CH2:52][CH3:53])[C:30](=[O:51])[C:31]1[CH:36]=[CH:35][C:34]([N:37]([CH2:44][C:45]2[CH:50]=[CH:49][CH:48]=[CH:47][CH:46]=2)[CH:38]2[CH2:43][CH2:42][NH:41][CH2:40][CH2:39]2)=[CH:33][CH:32]=1)[CH3:28].C(=O)([O-])[O-].[K+].[K+].C(Br)C=C. Product: [CH2:52]([N:29]([CH2:27][CH3:28])[C:30](=[O:51])[C:31]1[CH:32]=[CH:33][C:34]([N:37]([CH2:44][C:45]2[CH:46]=[CH:47][CH:48]=[CH:49][CH:50]=2)[CH:38]2[CH2:43][CH2:42][N:41]([CH2:6][CH:5]=[CH2:4])[CH2:40][CH2:39]2)=[CH:35][CH:36]=1)[CH3:53]. The catalyst class is: 47.